Dataset: Reaction yield outcomes from USPTO patents with 853,638 reactions. Task: Predict the reaction yield, written as a fraction of the theoretical maximum amount of product (1.0 means a 100% yield; for example, 0.34 means a 34% yield). (1) The reactants are [CH3:1][NH:2][C:3](=[O:35])[C@@H:4]([NH:12][C:13](=[O:34])[C@@H:14]([NH:26]C(=O)OC(C)(C)C)[CH2:15][CH2:16][CH2:17][CH2:18][NH:19][C:20](=[O:25])[C:21]([F:24])([F:23])[F:22])[CH2:5][C:6]1[CH:11]=[CH:10][CH:9]=[CH:8][CH:7]=1.[ClH:36]. The catalyst is O1CCOCC1. The product is [ClH:36].[NH2:26][C@@H:14]([CH2:15][CH2:16][CH2:17][CH2:18][NH:19][C:20](=[O:25])[C:21]([F:23])([F:24])[F:22])[C:13]([NH:12][C@@H:4]([CH2:5][C:6]1[CH:7]=[CH:8][CH:9]=[CH:10][CH:11]=1)[C:3]([NH:2][CH3:1])=[O:35])=[O:34]. The yield is 1.00. (2) The reactants are [Si:1]([O:18][CH2:19][CH:20]1[CH2:23][C:22](=[O:24])[CH2:21]1)([C:14]([CH3:17])([CH3:16])[CH3:15])([C:8]1[CH:13]=[CH:12][CH:11]=[CH:10][CH:9]=1)[C:2]1[CH:7]=[CH:6][CH:5]=[CH:4][CH:3]=1.C[Si]([N-][Si](C)(C)C)(C)C.[Li+].[F:35][C:36]([F:55])([F:54])[S:37](N(C1C=CC=CC=1)[S:37]([C:36]([F:55])([F:54])[F:35])(=[O:39])=[O:38])(=[O:39])=[O:38]. The catalyst is C1COCC1. The product is [F:35][C:36]([F:55])([F:54])[S:37]([O:24][C:22]1[CH2:23][CH:20]([CH2:19][O:18][Si:1]([C:14]([CH3:17])([CH3:15])[CH3:16])([C:8]2[CH:13]=[CH:12][CH:11]=[CH:10][CH:9]=2)[C:2]2[CH:3]=[CH:4][CH:5]=[CH:6][CH:7]=2)[CH:21]=1)(=[O:39])=[O:38]. The yield is 0.270. (3) The reactants are [F-].C([N+](CCCC)(CCCC)CCCC)CCC.[Si]([O:26][C:27]1[CH:32]=[C:31]([O:33][Si](C(C)(C)C)(C)C)[CH:30]=[CH:29][C:28]=1[CH:41]1[CH2:46][CH2:45][CH:44]([C:47]([OH:49])=[O:48])[CH2:43][CH2:42]1)(C(C)(C)C)(C)C. The catalyst is O1CCCC1. The product is [OH:26][C:27]1[CH:32]=[C:31]([OH:33])[CH:30]=[CH:29][C:28]=1[C@H:41]1[CH2:42][CH2:43][C@H:44]([C:47]([OH:49])=[O:48])[CH2:45][CH2:46]1. The yield is 0.890. (4) The reactants are [CH3:1][O:2][C:3](=[O:17])[C:4]1[CH:12]=[C:11]([N+:13]([O-:15])=[O:14])[C:7]([C:8]([OH:10])=[O:9])=[C:6]([Br:16])[CH:5]=1.[N+](=[CH2:20])=[N-]. The catalyst is CO. The product is [Br:16][C:6]1[CH:5]=[C:4]([C:3]([O:2][CH3:1])=[O:17])[CH:12]=[C:11]([N+:13]([O-:15])=[O:14])[C:7]=1[C:8]([O:10][CH3:20])=[O:9]. The yield is 0.730. (5) The product is [C:10]([C:8]1[CH:7]=[CH:6][C:5]([O:15][CH3:16])=[C:4]([CH:9]=1)[C:3]([OH:17])=[O:2])(=[O:14])[CH:11]([CH3:13])[CH3:12]. The catalyst is CO. The reactants are C[O:2][C:3](=[O:17])[C:4]1[CH:9]=[C:8]([C:10](=[O:14])[CH:11]([CH3:13])[CH3:12])[CH:7]=[CH:6][C:5]=1[O:15][CH3:16].[OH-].[Na+].Cl. The yield is 1.00. (6) The reactants are [F-:1].[K+].CS(O[CH2:8][CH2:9][O:10][CH2:11][CH2:12][N:13]([C:23](=[O:25])[CH3:24])[C:14]1[CH:19]=[C:18]([CH3:20])[C:17]([Br:21])=[C:16]([CH3:22])[CH:15]=1)(=O)=O. The catalyst is C(OCC)(=O)C. The product is [Br:21][C:17]1[C:18]([CH3:20])=[CH:19][C:14]([N:13]([CH2:12][CH2:11][O:10][CH2:9][CH2:8][F:1])[C:23](=[O:25])[CH3:24])=[CH:15][C:16]=1[CH3:22]. The yield is 0.700. (7) The reactants are [Cl:1][C:2]1[CH:7]=[CH:6][CH:5]=[CH:4][C:3]=1/[CH:8]=[CH:9]/[CH3:10].CC[C@H]1[C@H]2C[C@H]([C@H](OC3C4C(=CC=CC=4)C(O[C@H](C4C=CN=C5C=4C=C(OC)C=C5)[C@@H]4N5C[C@H](CC)[C@@H](CC5)C4)=NN=3)C3C=CN=C4C=3C=C([O:32]C)C=C4)N(CC2)C1.CS(N)(=O)=O.CC(O)(C)C.[OH2:79]. No catalyst specified. The product is [Cl:1][C:2]1[CH:7]=[CH:6][CH:5]=[CH:4][C:3]=1[C@@H:8]([OH:32])[C@H:9]([OH:79])[CH3:10]. The yield is 0.900. (8) The reactants are I[C:2]1[CH:3]=[CH:4][C:5]2[N:6]([CH:8]=[C:9]([C:11]3[C:12]([C:17]4[CH:22]=[CH:21][CH:20]=[CH:19][CH:18]=4)=[N:13][O:14][C:15]=3[CH3:16])[N:10]=2)[CH:7]=1.[NH:23]1[CH2:27][CH2:26][CH2:25][C:24]1=[O:28]. No catalyst specified. The product is [CH3:16][C:15]1[O:14][N:13]=[C:12]([C:17]2[CH:22]=[CH:21][CH:20]=[CH:19][CH:18]=2)[C:11]=1[C:9]1[N:10]=[C:5]2[CH:4]=[CH:3][C:2]([N:23]3[CH2:27][CH2:26][CH2:25][C:24]3=[O:28])=[CH:7][N:6]2[CH:8]=1. The yield is 0.510. (9) The reactants are [S:1]1[CH:5]=[CH:4][CH:3]=[C:2]1[CH:6]=O.[CH3:8][C:9]([CH3:11])=[O:10].[OH-].[Na+].O. The catalyst is C(O)C. The product is [S:1]1[CH:5]=[CH:4][CH:3]=[C:2]1[CH:6]=[CH:8][C:9](=[O:10])[CH:11]=[CH:6][C:2]1[S:1][CH:5]=[CH:4][CH:3]=1. The yield is 0.820. (10) The reactants are [O:1]1[C:5]([C:6]2[CH:11]=[CH:10][CH:9]=[CH:8][N:7]=2)=[CH:4][N:3]=[CH:2]1.[Li]CCCC.[C:17](O)(=[O:23])[CH2:18][CH2:19][CH2:20][CH2:21][CH3:22].C(Cl)(=O)C(Cl)=O. The catalyst is C1COCC1.C(Cl)Cl.[Cl-].[Cl-].[Zn+2]. The product is [N:7]1[CH:8]=[CH:9][CH:10]=[CH:11][C:6]=1[C:5]1[O:1][C:2]([C:17](=[O:23])[CH2:18][CH2:19][CH2:20][CH2:21][CH3:22])=[N:3][CH:4]=1. The yield is 0.250.